This data is from CYP2C19 inhibition data for predicting drug metabolism from PubChem BioAssay. The task is: Regression/Classification. Given a drug SMILES string, predict its absorption, distribution, metabolism, or excretion properties. Task type varies by dataset: regression for continuous measurements (e.g., permeability, clearance, half-life) or binary classification for categorical outcomes (e.g., BBB penetration, CYP inhibition). Dataset: cyp2c19_veith. The compound is COCCn1c(=O)c(-c2cc(F)cc(F)c2)nc2cnc(Nc3cccc(OC)c3)nc21. The result is 0 (non-inhibitor).